This data is from CYP2C9 inhibition data for predicting drug metabolism from PubChem BioAssay. The task is: Regression/Classification. Given a drug SMILES string, predict its absorption, distribution, metabolism, or excretion properties. Task type varies by dataset: regression for continuous measurements (e.g., permeability, clearance, half-life) or binary classification for categorical outcomes (e.g., BBB penetration, CYP inhibition). Dataset: cyp2c9_veith. (1) The molecule is COC(=O)N1CCC2(CCCN(C(=O)Nc3cccc(C#N)c3)C2)CC1. The result is 1 (inhibitor). (2) The drug is Cc1ccccc1NC(=O)Cn1cnc2c1c(=O)n(C)c(=O)n2C. The result is 0 (non-inhibitor). (3) The result is 0 (non-inhibitor). The drug is C[N+](C)(C)CCN[N@@+]1(C)CCCc2ccccc21. (4) The molecule is COc1cccc(Cn2c(=O)cnc3cnc(Oc4cccc(Cl)c4)nc32)c1. The result is 1 (inhibitor). (5) The compound is Cn1c[n+](C)cc1C(O)c1ccccc1.[I-]. The result is 0 (non-inhibitor).